From a dataset of Experimentally validated miRNA-target interactions with 360,000+ pairs, plus equal number of negative samples. Binary Classification. Given a miRNA mature sequence and a target amino acid sequence, predict their likelihood of interaction. (1) The miRNA is hsa-miR-6846-3p with sequence UGACCCCUUCUGUCUCCCUAG. The protein sequence of the target gene is MANPKEKTAMCLVNELARFNRVQPQYKLLNERGPAHSKMFSVQLSLGEQTWESEGSSIKKAQQAVANKALTESTLPKPVQKPPKSNVNNNPGSITPTVELNGLAMKRGEPAIYRPLDPKPFPNYRANYNFRGMYNQRYHCPVPKIFYVQLTVGNNEFFGEGKTRQAARHNAAMKALQALQNEPIPERSPQNGESGKDVDDDKDANKSEISLVFEIALKRNMPVSFEVIKESGPPHMKSFVTRVSVGEFSAEGEGNSKKLSKKRAATTVLQELKKLPPLPVVEKPKLFFKKRPKTIVKAGP.... Result: 0 (no interaction). (2) The miRNA is hsa-miR-608 with sequence AGGGGUGGUGUUGGGACAGCUCCGU. The protein sequence of the target gene is MTEPGASPEDPWVKASPVGAHAGEGRAGRARARRGAGRRGASLLSPKSPTLSVPRGCREDSSHPACAKVEYAYSDNSLDPGLFVESTRKGSVVSRANSIGSTSASSVPNTDDEDSDYHQEAYKESYKDRRRRAHTQAEQKRRDAIKRGYDDLQTIVPTCQQQDFSIGSQKLSKAIVLQKTIDYIQFLHKEKKKQEEEVSTLRKDVTALKIMKVNYEQIVKAHQDNPHEGEDQVSDQVKFNVFQGIMDSLFQSFNASISVASFQELSACVFSWIEEHCKPQTLREIVIGVLHQLKNQLY. Result: 1 (interaction). (3) The miRNA is hsa-miR-5589-5p with sequence GGCUGGGUGCUCUUGUGCAGU. The protein sequence of the target gene is MPSRRAARESAPELGALGSSDLSSLSLTVSRTTDELEIIDEYIKENGFGLDGTQLSEMPRLVPRGPASLSSVTLGPAAPPPPATPSWSCTLGRLVSPGPCPRPYLVITEQPKQRGMRFRYECEGRSAGSILGESSTEASKTLPAIELRDCGGLREVEVTACLVWKDWPHRVHPHSLVGKDCTDGVCRVRLRPHVSPRHSFNNLGIQCVRKKEIEAAIERKIQLGIDPYNAGSLKNHQEVDMNVVRICFQASYRDQQGHLHRMDPILSEPVYDKKSTNTSELRICRINKESGPCTGGEELY.... Result: 0 (no interaction). (4) The miRNA is hsa-miR-218-5p with sequence UUGUGCUUGAUCUAACCAUGU. The protein sequence of the target gene is MSLLFSRCNSIVTVKKNKRHMAEVNASPLKHFVTAKKKINGIFEQLGAYIQESATFLEDTYRNAELDPVTTEEQVLDVKGYLSKVRGISEVLARRHMKVAFFGRTSNGKSTVINAMLWDKVLPSGIGHTTNCFLRVEGTDGHEAFLLTEGSEEKRSAKTVNQLAHALHQDKQLHAGSLVSVMWPNSKCPLLKDDLVLMDSPGIDVTTELDSWIDKFCLDADVFVLVANSESTLMQTEKHFFHKVSERLSRPNIFILNNRWDASASEPEYMEEVRRQHMERCTSFLVDELGVVDRSQAGDR.... Result: 1 (interaction).